Dataset: Forward reaction prediction with 1.9M reactions from USPTO patents (1976-2016). Task: Predict the product of the given reaction. (1) Given the reactants [F:1][C:2]1[CH:3]=[CH:4][C:5]([CH3:9])=[C:6]([OH:8])[CH:7]=1.C(P(CCCC)CCCC)CCC.O[CH2:24][C:25]1[C:34]([C:35]2[CH:40]=[CH:39][C:38]([O:41][CH2:42][C:43]3[CH:48]=[CH:47][C:46]([O:49][CH3:50])=[CH:45][CH:44]=3)=[CH:37][C:36]=2[O:51][CH3:52])=[CH:33][CH:32]=[C:31]2[C:26]=1[C:27]([CH3:55])=[CH:28][C:29]([CH3:54])([CH3:53])[NH:30]2.N(C(OC(C)C)=O)=NC(OC(C)C)=O, predict the reaction product. The product is: [F:1][C:2]1[CH:3]=[CH:4][C:5]([CH3:9])=[C:6]([CH:7]=1)[O:8][CH2:24][C:25]1[C:34]([C:35]2[CH:40]=[CH:39][C:38]([O:41][CH2:42][C:43]3[CH:44]=[CH:45][C:46]([O:49][CH3:50])=[CH:47][CH:48]=3)=[CH:37][C:36]=2[O:51][CH3:52])=[CH:33][CH:32]=[C:31]2[C:26]=1[C:27]([CH3:55])=[CH:28][C:29]([CH3:54])([CH3:53])[NH:30]2. (2) Given the reactants [Br:1][C:2]1[N:6]=[C:5]([C:7]2[CH:12]=[CH:11][CH:10]=[C:9]([O:13][C:14]([F:17])([F:16])[F:15])[CH:8]=2)[N:4]([CH3:18])[C:3]=1[C:19]([N:21]1[CH2:26][CH2:25][CH:24]([N:27]2[CH2:31][CH2:30][CH2:29][C@H:28]2[CH2:32][O:33]C(=O)C2C=CC=CC=2)[CH2:23][CH2:22]1)=[O:20].BrC1N=C(C2C=CC=C(OC(F)(F)F)C=2)N(C)C=1C(O)=O.N1CCC(N2CCC[C@H]2COC(=O)C2C=CC=CC=2)CC1.[Li+].[OH-].Cl, predict the reaction product. The product is: [Br:1][C:2]1[N:6]=[C:5]([C:7]2[CH:12]=[CH:11][CH:10]=[C:9]([O:13][C:14]([F:17])([F:16])[F:15])[CH:8]=2)[N:4]([CH3:18])[C:3]=1[C:19]([N:21]1[CH2:22][CH2:23][CH:24]([N:27]2[CH2:31][CH2:30][CH2:29][C@H:28]2[CH2:32][OH:33])[CH2:25][CH2:26]1)=[O:20].